The task is: Predict the reactants needed to synthesize the given product.. This data is from Full USPTO retrosynthesis dataset with 1.9M reactions from patents (1976-2016). (1) Given the product [F:17][C:15]1[CH:14]=[CH:13][C:8]2[C:9]([OH:12])=[CH:10][C:11]3[CH:2]=[N:3][N:4]=[C:5]([O:18][CH3:19])[C:6]=3[C:7]=2[CH:16]=1, predict the reactants needed to synthesize it. The reactants are: Cl[C:2]1[C:11]2[CH:10]=[C:9]([OH:12])[C:8]3[CH:13]=[CH:14][C:15]([F:17])=[CH:16][C:7]=3[C:6]=2[C:5]([O:18][CH3:19])=[N:4][N:3]=1. (2) Given the product [CH2:19]([N:12]([CH2:5][C:6]1[CH:11]=[CH:10][CH:9]=[CH:8][CH:7]=1)[CH2:13][CH2:14][C:15]([O:17][CH3:26])([CH3:18])[CH3:16])[C:20]1[CH:21]=[CH:22][CH:23]=[CH:24][CH:25]=1, predict the reactants needed to synthesize it. The reactants are: [H-].[K+].N#N.[CH2:5]([N:12]([CH2:19][C:20]1[CH:25]=[CH:24][CH:23]=[CH:22][CH:21]=1)[CH2:13][CH2:14][C:15]([CH3:18])([OH:17])[CH3:16])[C:6]1[CH:11]=[CH:10][CH:9]=[CH:8][CH:7]=1.[CH3:26]I.[NH4+].[Cl-].